This data is from NCI-60 drug combinations with 297,098 pairs across 59 cell lines. The task is: Regression. Given two drug SMILES strings and cell line genomic features, predict the synergy score measuring deviation from expected non-interaction effect. (1) Drug 1: C1C(C(OC1N2C=C(C(=O)NC2=O)F)CO)O. Drug 2: CC1=C(C=C(C=C1)NC(=O)C2=CC=C(C=C2)CN3CCN(CC3)C)NC4=NC=CC(=N4)C5=CN=CC=C5. Cell line: NCIH23. Synergy scores: CSS=10.2, Synergy_ZIP=-2.50, Synergy_Bliss=6.96, Synergy_Loewe=-7.04, Synergy_HSA=2.74. (2) Drug 1: CC1=CC=C(C=C1)C2=CC(=NN2C3=CC=C(C=C3)S(=O)(=O)N)C(F)(F)F. Synergy scores: CSS=-8.06, Synergy_ZIP=10.1, Synergy_Bliss=16.6, Synergy_Loewe=-3.75, Synergy_HSA=-0.651. Drug 2: CN1C(=O)N2C=NC(=C2N=N1)C(=O)N. Cell line: HCT116. (3) Drug 1: CN(C)N=NC1=C(NC=N1)C(=O)N. Drug 2: C#CCC(CC1=CN=C2C(=N1)C(=NC(=N2)N)N)C3=CC=C(C=C3)C(=O)NC(CCC(=O)O)C(=O)O. Cell line: SF-539. Synergy scores: CSS=-2.40, Synergy_ZIP=-5.54, Synergy_Bliss=-13.8, Synergy_Loewe=-80.2, Synergy_HSA=-13.1. (4) Drug 1: C1=CC(=CC=C1CCC2=CNC3=C2C(=O)NC(=N3)N)C(=O)NC(CCC(=O)O)C(=O)O. Drug 2: C1C(C(OC1N2C=C(C(=O)NC2=O)F)CO)O. Cell line: UO-31. Synergy scores: CSS=41.0, Synergy_ZIP=-6.05, Synergy_Bliss=-6.88, Synergy_Loewe=-1.27, Synergy_HSA=1.33. (5) Drug 1: CC1=C2C(C(=O)C3(C(CC4C(C3C(C(C2(C)C)(CC1OC(=O)C(C(C5=CC=CC=C5)NC(=O)OC(C)(C)C)O)O)OC(=O)C6=CC=CC=C6)(CO4)OC(=O)C)OC)C)OC. Drug 2: C(CCl)NC(=O)N(CCCl)N=O. Cell line: M14. Synergy scores: CSS=40.8, Synergy_ZIP=1.26, Synergy_Bliss=0.407, Synergy_Loewe=-18.1, Synergy_HSA=0.260.